Dataset: Forward reaction prediction with 1.9M reactions from USPTO patents (1976-2016). Task: Predict the product of the given reaction. (1) Given the reactants [Br-].[Mg+2].[Br-].C1([Li])C=CC=CC=1.CC(C)([O-])C.[Li+].COC1C=CC(C#N)=CC=1.CCCCCCCCCCCCC.[CH3:40][O:41][C:42]1[CH:55]=[CH:54][C:45]([C:46](=N)[C:47]2[CH:52]=[CH:51][CH:50]=[CH:49]C=2)=[CH:44][CH:43]=1, predict the reaction product. The product is: [C:46]1([C:45]2[CH:44]=[CH:43][C:42]([O:41][CH3:40])=[CH:55][CH:54]=2)[CH:47]=[CH:52][CH:51]=[CH:50][CH:49]=1. (2) Given the reactants [O:1]1[C:5]2([CH2:10][CH2:9][CH:8]([O:11][C:12]3[N:17]=[C:16]([C:18]([F:21])([F:20])[F:19])[N:15]=[C:14]([CH2:22][C:23](OCC)=[O:24])[CH:13]=3)[CH2:7][CH2:6]2)[O:4][CH2:3][CH2:2]1.[BH4-].[Na+].CO, predict the reaction product. The product is: [O:4]1[C:5]2([CH2:10][CH2:9][CH:8]([O:11][C:12]3[N:17]=[C:16]([C:18]([F:20])([F:21])[F:19])[N:15]=[C:14]([CH2:22][CH2:23][OH:24])[CH:13]=3)[CH2:7][CH2:6]2)[O:1][CH2:2][CH2:3]1. (3) The product is: [F:19][C:20]1[C:27]([CH2:28][O:29][CH3:30])=[CH:26][C:25]([B:9]2[O:10][C:11]([CH3:16])([CH3:17])[C:12]([CH3:14])([CH3:15])[O:13]2)=[CH:24][C:21]=1[C:22]#[N:23]. Given the reactants [CH3:16][C:11]1([CH3:17])[C:12]([CH3:15])([CH3:14])[O:13][B:9]([B:9]2[O:13][C:12]([CH3:15])([CH3:14])[C:11]([CH3:17])([CH3:16])[O:10]2)[O:10]1.[F:19][C:20]1[C:27]([CH2:28][O:29][CH3:30])=[CH:26][CH:25]=[CH:24][C:21]=1[C:22]#[N:23], predict the reaction product. (4) The product is: [Cl:27][C:24]1[CH:25]=[CH:26][C:11]([NH:10][C:38]([C:37]2[C:31]3[O:30][C:29]([F:41])([F:28])[O:33][C:32]=3[CH:34]=[CH:35][CH:36]=2)=[O:39])=[C:12]([C:13]([NH:15][CH2:16][CH:17]2[CH2:22][CH2:21][CH2:20][CH2:19][CH2:18]2)=[O:14])[CH:23]=1. Given the reactants C(N(C(C)C)CC)(C)C.[NH2:10][C:11]1[CH:26]=[CH:25][C:24]([Cl:27])=[CH:23][C:12]=1[C:13]([NH:15][CH2:16][CH:17]1[CH2:22][CH2:21][CH2:20][CH2:19][CH2:18]1)=[O:14].[F:28][C:29]1([F:41])[O:33][C:32]2[CH:34]=[CH:35][CH:36]=[C:37]([C:38](Cl)=[O:39])[C:31]=2[O:30]1, predict the reaction product. (5) Given the reactants O=[C:2]([CH2:8][C:9](=O)[CH2:10][CH2:11][N:12]1[C:16](=[O:17])[C:15]2=[CH:18][CH:19]=[CH:20][CH:21]=[C:14]2[C:13]1=[O:22])[C:3]([O:5][CH2:6][CH3:7])=[O:4].[Na].[CH3:25][NH:26][NH2:27], predict the reaction product. The product is: [O:22]=[C:13]1[C:14]2[C:15](=[CH:18][CH:19]=[CH:20][CH:21]=2)[C:16](=[O:17])[N:12]1[CH2:11][CH2:10][C:9]1[N:26]([CH3:25])[N:27]=[C:2]([C:3]([O:5][CH2:6][CH3:7])=[O:4])[CH:8]=1. (6) Given the reactants [F:1][C:2]1[C:3]([NH:12][C:13]2[CH:18]=[CH:17][C:16]([C:19]#[C:20][CH2:21][CH2:22][O:23][CH:24]3[CH2:29][CH2:28][CH2:27][CH2:26][O:25]3)=[CH:15][C:14]=2[F:30])=[C:4]([CH:8]=[CH:9][C:10]=1[F:11])[C:5](O)=[O:6].C1N=CN(C(N2C=NC=C2)=O)C=1.[NH2:43][O:44][CH2:45][CH2:46][OH:47], predict the reaction product. The product is: [F:1][C:2]1[C:3]([NH:12][C:13]2[CH:18]=[CH:17][C:16]([C:19]#[C:20][CH2:21][CH2:22][O:23][CH:24]3[CH2:29][CH2:28][CH2:27][CH2:26][O:25]3)=[CH:15][C:14]=2[F:30])=[C:4]([CH:8]=[CH:9][C:10]=1[F:11])[C:5]([NH:43][O:44][CH2:45][CH2:46][OH:47])=[O:6]. (7) Given the reactants [Br:1][C:2]1[CH:3]=[CH:4][CH:5]=[C:6]2[C:11]=1[N:10]=[C:9]([C:12]([OH:14])=O)[CH:8]=[CH:7]2.C(Cl)(=O)C(Cl)=O.[NH:21]1[CH2:25][CH2:24][CH2:23][CH2:22]1, predict the reaction product. The product is: [Br:1][C:2]1[CH:3]=[CH:4][CH:5]=[C:6]2[C:11]=1[N:10]=[C:9]([C:12]([N:21]1[CH2:25][CH2:24][CH2:23][CH2:22]1)=[O:14])[CH:8]=[CH:7]2. (8) The product is: [NH:10]1[CH2:9][CH:8]([C:5]2[CH:4]=[CH:3][C:2]([CH3:1])=[CH:7][N:6]=2)[CH2:11]1. Given the reactants [CH3:1][C:2]1[CH:3]=[CH:4][C:5]([CH:8]2[CH2:11][N:10](C(OC(C)(C)C)=O)[CH2:9]2)=[N:6][CH:7]=1.C(O)(C(F)(F)F)=O, predict the reaction product. (9) Given the reactants [OH:1][C@H:2]1[CH2:19][C@:5]2([C:20]3[CH:21]=[C:22]([C:26]4[CH:31]=[CH:30][CH:29]=[C:28]([O:32][CH3:33])[CH:27]=4)[CH:23]=[CH:24][CH:25]=3)[N:6]=[C:7]([NH:10][C:11](=[O:18])[C:12]3[CH:17]=[CH:16][CH:15]=[CH:14][CH:13]=3)[S:8][CH2:9][C@@H:4]2[CH2:3]1.Cl[CH2:35][O:36][CH3:37].C(N(C(C)C)CC)(C)C, predict the reaction product. The product is: [CH3:33][O:32][C:28]1[CH:27]=[C:26]([C:22]2[CH:23]=[CH:24][CH:25]=[C:20]([C@:5]34[CH2:19][C@H:2]([O:1][CH2:35][O:36][CH3:37])[CH2:3][C@H:4]3[CH2:9][S:8][C:7]([NH:10][C:11](=[O:18])[C:12]3[CH:13]=[CH:14][CH:15]=[CH:16][CH:17]=3)=[N:6]4)[CH:21]=2)[CH:31]=[CH:30][CH:29]=1. (10) Given the reactants Cl.[C:2]([NH:6][OH:7])([CH3:5])([CH3:4])[CH3:3].[N:8]1([C:13]2[CH:20]=[CH:19][CH:18]=[CH:17][C:14]=2[CH:15]=O)[CH:12]=[CH:11][CH:10]=[N:9]1, predict the reaction product. The product is: [C:2]([N+:6]([O-:7])=[CH:15][C:14]1[CH:17]=[CH:18][CH:19]=[CH:20][C:13]=1[N:8]1[CH:12]=[CH:11][CH:10]=[N:9]1)([CH3:5])([CH3:4])[CH3:3].